Dataset: NCI-60 drug combinations with 297,098 pairs across 59 cell lines. Task: Regression. Given two drug SMILES strings and cell line genomic features, predict the synergy score measuring deviation from expected non-interaction effect. (1) Cell line: UO-31. Drug 2: CC1=C(C=C(C=C1)NC(=O)C2=CC=C(C=C2)CN3CCN(CC3)C)NC4=NC=CC(=N4)C5=CN=CC=C5. Synergy scores: CSS=0.609, Synergy_ZIP=3.32, Synergy_Bliss=4.70, Synergy_Loewe=1.19, Synergy_HSA=2.06. Drug 1: CN(C)C1=NC(=NC(=N1)N(C)C)N(C)C. (2) Drug 1: C1=CN(C(=O)N=C1N)C2C(C(C(O2)CO)O)O.Cl. Drug 2: CCN(CC)CCCC(C)NC1=C2C=C(C=CC2=NC3=C1C=CC(=C3)Cl)OC. Cell line: MOLT-4. Synergy scores: CSS=69.8, Synergy_ZIP=-0.983, Synergy_Bliss=-2.01, Synergy_Loewe=-3.63, Synergy_HSA=-1.66. (3) Drug 1: CN1CCC(CC1)COC2=C(C=C3C(=C2)N=CN=C3NC4=C(C=C(C=C4)Br)F)OC. Drug 2: C1CC(=O)NC(=O)C1N2C(=O)C3=CC=CC=C3C2=O. Cell line: HCC-2998. Synergy scores: CSS=13.5, Synergy_ZIP=4.50, Synergy_Bliss=5.14, Synergy_Loewe=1.03, Synergy_HSA=4.07. (4) Drug 1: CCN(CC)CCCC(C)NC1=C2C=C(C=CC2=NC3=C1C=CC(=C3)Cl)OC. Drug 2: C1C(C(OC1N2C=NC3=C2NC=NCC3O)CO)O. Cell line: PC-3. Synergy scores: CSS=3.64, Synergy_ZIP=-3.12, Synergy_Bliss=-2.48, Synergy_Loewe=-2.73, Synergy_HSA=-2.78. (5) Drug 1: CN(CCCl)CCCl.Cl. Drug 2: C1C(C(OC1N2C=NC(=NC2=O)N)CO)O. Cell line: MDA-MB-231. Synergy scores: CSS=10.9, Synergy_ZIP=-3.94, Synergy_Bliss=-1.40, Synergy_Loewe=-0.164, Synergy_HSA=0.544.